Dataset: Forward reaction prediction with 1.9M reactions from USPTO patents (1976-2016). Task: Predict the product of the given reaction. (1) Given the reactants [Br:1][C:2]1[CH:3]=[N:4][CH:5]=[C:6]([O:8][CH2:9][CH2:10][CH2:11]Cl)[CH:7]=1.[CH3:13][NH2:14], predict the reaction product. The product is: [Br:1][C:2]1[CH:7]=[C:6]([O:8][CH2:9][CH2:10][CH2:11][NH:14][CH3:13])[CH:5]=[N:4][CH:3]=1. (2) Given the reactants [NH2:1][C:2]1[CH:3]=[N:4][CH:5]=[CH:6][C:7]=1[N:8]1[CH2:13][C@H:12]([CH2:14][O:15][Si](C(C)(C)C)(C)C)[CH2:11][C@H:10]([NH:23][C:24](=[O:30])[O:25][C:26]([CH3:29])([CH3:28])[CH3:27])[CH2:9]1.[Br:31][C:32]1[N:37]=[C:36]([C:38]([OH:40])=O)[C:35]([NH2:41])=[CH:34][CH:33]=1, predict the reaction product. The product is: [NH2:41][C:35]1[C:36]([C:38]([NH:1][C:2]2[CH:3]=[N:4][CH:5]=[CH:6][C:7]=2[N:8]2[CH2:13][C@H:12]([CH2:14][OH:15])[CH2:11][C@H:10]([NH:23][C:24](=[O:30])[O:25][C:26]([CH3:28])([CH3:27])[CH3:29])[CH2:9]2)=[O:40])=[N:37][C:32]([Br:31])=[CH:33][CH:34]=1. (3) Given the reactants C(N(CC)CC)C.[C:8]([C:12]1[CH:17]=[CH:16][C:15]([S:18]([NH:21][CH2:22][C:23]2[CH:31]=[CH:30][C:26]([C:27]([OH:29])=O)=[CH:25][CH:24]=2)(=[O:20])=[O:19])=[CH:14][CH:13]=1)([CH3:11])([CH3:10])[CH3:9].CCN=C=NCCCN(C)C.C1C=CC2N(O)N=NC=2C=1.[CH3:53][O:54][C:55]1[N:60]=[CH:59][C:58]([NH2:61])=[CH:57][CH:56]=1, predict the reaction product. The product is: [C:8]([C:12]1[CH:17]=[CH:16][C:15]([S:18]([NH:21][CH2:22][C:23]2[CH:24]=[CH:25][C:26]([C:27]([NH:61][C:58]3[CH:59]=[N:60][C:55]([O:54][CH3:53])=[CH:56][CH:57]=3)=[O:29])=[CH:30][CH:31]=2)(=[O:20])=[O:19])=[CH:14][CH:13]=1)([CH3:11])([CH3:9])[CH3:10]. (4) Given the reactants [O:1]=[C:2]1[CH2:9][CH2:8][CH2:7][N:6]([C:10]([O:12][CH2:13][C:14]2[CH:19]=[CH:18][CH:17]=[CH:16][CH:15]=2)=[O:11])[CH2:5][CH2:4][CH2:3]1.B(F)(F)F.[CH3:24]COCC.[N+](=CC(OCC)=O)=[N-].C(=O)([O-])[O-].[K+].[K+], predict the reaction product. The product is: [O:1]=[C:2]1[CH2:24][CH2:3][CH2:4][CH2:5][N:6]([C:10]([O:12][CH2:13][C:14]2[CH:15]=[CH:16][CH:17]=[CH:18][CH:19]=2)=[O:11])[CH2:7][CH2:8][CH2:9]1.